Dataset: Experimentally validated miRNA-target interactions with 360,000+ pairs, plus equal number of negative samples. Task: Binary Classification. Given a miRNA mature sequence and a target amino acid sequence, predict their likelihood of interaction. (1) The miRNA is mmu-miR-452-5p with sequence UGUUUGCAGAGGAAACUGAGAC. The protein sequence of the target gene is MYCLQWLLPVLLIPKPLNPALWFSHSMFMGFYLLSFLLERKPCTICALVFLAALFLICYSCWGNCFLYHCSDSPLPESAHDPGVVGT. Result: 0 (no interaction). (2) The miRNA is mmu-miR-26b-3p with sequence CCUGUUCUCCAUUACUUGGCUC. The protein sequence of the target gene is MKVSLGNGEMGVSAHLQPCKAGTTRFFTSNTHSSVVLQGFDQLRIEGLLCDVTLVPGDGDEIFPVHRAMMASASDYFKAMFTGGMKEQDLMCIKLHGVNKVGLKKIIDFIYTAKLSLNMDNLQDTLEAASFLQILPVLDFCKVFLISGVSLDNCVEVGRIANTYNLIEVDKYVNNFILKNFPALLSTGEFLKLPFERLAFVLSSNSLKHCTELELFKAACRWLRLEDPRMDYAAKLMKNIRFPLMTPQDLINYVQTVDFMRTDNTCVNLLLEASNYQMMPYMQPVMQSDRTAIRSDSTHL.... Result: 0 (no interaction).